This data is from hERG Central: cardiac toxicity at 1µM, 10µM, and general inhibition. The task is: Predict hERG channel inhibition at various concentrations. (1) The molecule is O=C(c1ccc(OC2CCN(CCCc3ccccc3)CC2)cc1)N1CCCC1. Results: hERG_inhib (hERG inhibition (general)): blocker. (2) The molecule is Cc1ccc(N(CCCCN2C(=O)c3ccccc3C2=O)C(=O)c2cccc([N+](=O)[O-])c2)cc1. Results: hERG_inhib (hERG inhibition (general)): blocker.